This data is from Forward reaction prediction with 1.9M reactions from USPTO patents (1976-2016). The task is: Predict the product of the given reaction. Given the reactants [NH2:1][C:2]1[N:3]([CH2:20][C:21]([F:24])([F:23])[F:22])[C:4](=[O:19])[C:5]2([N:18]=1)[C:14]1[C:9](=[CH:10][CH:11]=[C:12](Br)[CH:13]=1)[CH2:8][C:7]([CH3:17])([CH3:16])[CH2:6]2.O1CCOCC1.[N:31]1[CH:36]=[C:35](B(O)O)[CH:34]=[N:33][CH:32]=1.C(=O)([O-])[O-].[Na+].[Na+], predict the reaction product. The product is: [NH2:1][C:2]1[N:3]([CH2:20][C:21]([F:24])([F:23])[F:22])[C:4](=[O:19])[C:5]2([N:18]=1)[C:14]1[C:9](=[CH:10][CH:11]=[C:12]([C:35]3[CH:36]=[N:31][CH:32]=[N:33][CH:34]=3)[CH:13]=1)[CH2:8][C:7]([CH3:17])([CH3:16])[CH2:6]2.